From a dataset of Forward reaction prediction with 1.9M reactions from USPTO patents (1976-2016). Predict the product of the given reaction. (1) Given the reactants [Cl:1][C:2]1[CH:3]=[CH:4][C:5]2[N:6]([N:8]=[C:9]([N:11]([C:17]3[CH:22]=[CH:21][C:20]([S:23]([CH3:26])(=[O:25])=[O:24])=[CH:19][C:18]=3[O:27][CH2:28][C:29]([F:32])([F:31])[F:30])[C:12](=[O:16])[O:13][CH2:14]Cl)[N:10]=2)[CH:7]=1.[C:33]([O:37][C:38]([NH:40][C@@H:41]([C:45]([CH3:48])([CH3:47])[CH3:46])[C:42]([O-:44])=[O:43])=[O:39])([CH3:36])([CH3:35])[CH3:34].[Cs+].O, predict the reaction product. The product is: [C:33]([O:37][C:38]([NH:40][C@H:41]([C:42]([O:44][CH2:14][O:13][C:12](=[O:16])[N:11]([C:9]1[N:10]=[C:5]2[CH:4]=[CH:3][C:2]([Cl:1])=[CH:7][N:6]2[N:8]=1)[C:17]1[CH:22]=[CH:21][C:20]([S:23]([CH3:26])(=[O:24])=[O:25])=[CH:19][C:18]=1[O:27][CH2:28][C:29]([F:32])([F:30])[F:31])=[O:43])[C:45]([CH3:48])([CH3:47])[CH3:46])=[O:39])([CH3:36])([CH3:34])[CH3:35]. (2) Given the reactants C[C:2]1[C:10]2[CH2:9][O:8][C:7](=[O:11])[C:6]=2[CH:5]=[CH:4][C:3]=1[CH:12]1[CH2:14][O:13]1.[Cl-].[O:16]=[C:17]1[C:21]2[CH:22]=[CH:23][C:24]([S:26][CH:27]3[CH2:32][CH2:31][NH2+:30][CH2:29][CH2:28]3)=[CH:25][C:20]=2[CH2:19][O:18]1, predict the reaction product. The product is: [OH:13][CH:12]([C:3]1[CH:4]=[CH:5][C:6]2[C:7](=[O:11])[O:8][CH2:9][C:10]=2[CH:2]=1)[CH2:14][N:30]1[CH2:31][CH2:32][CH:27]([S:26][C:24]2[CH:23]=[CH:22][C:21]3[C:17](=[O:16])[O:18][CH2:19][C:20]=3[CH:25]=2)[CH2:28][CH2:29]1. (3) Given the reactants [F:1][C:2]1[CH:3]=[N:4][C:5]([NH:11][CH:12]2[CH2:17][CH2:16][N:15]([CH3:18])[CH2:14][CH2:13]2)=[C:6]([CH:10]=1)[C:7]([OH:9])=O.C(N(CC)CC)C.[C:26]([O:30][C:31](=[O:40])[NH:32][CH:33]1[CH2:38][CH2:37][CH:36]([NH2:39])[CH2:35][CH2:34]1)([CH3:29])([CH3:28])[CH3:27], predict the reaction product. The product is: [C:26]([O:30][C:31](=[O:40])[NH:32][C@H:33]1[CH2:34][CH2:35][C@@H:36]([NH:39][C:7]([C:6]2[C:5]([NH:11][CH:12]3[CH2:17][CH2:16][N:15]([CH3:18])[CH2:14][CH2:13]3)=[N:4][CH:3]=[C:2]([F:1])[CH:10]=2)=[O:9])[CH2:37][CH2:38]1)([CH3:29])([CH3:27])[CH3:28].